Dataset: Reaction yield outcomes from USPTO patents with 853,638 reactions. Task: Predict the reaction yield, written as a fraction of the theoretical maximum amount of product (1.0 means a 100% yield; for example, 0.34 means a 34% yield). (1) The reactants are Cl[C:2](Cl)([O:4]C(=O)OC(Cl)(Cl)Cl)Cl.[NH2:13][CH2:14][CH:15]([OH:32])[CH2:16][N:17]1[C:29]2[CH:28]=[CH:27][C:26]([Br:30])=[CH:25][C:24]=2[C:23]2[C:18]1=[CH:19][CH:20]=[C:21]([Br:31])[CH:22]=2.CCN(CC)CC.C(Cl)Cl.CCOC(C)=O. The catalyst is C(Cl)Cl. The product is [Br:31][C:21]1[CH:20]=[CH:19][C:18]2[N:17]([CH2:16][CH:15]3[O:32][C:2](=[O:4])[NH:13][CH2:14]3)[C:29]3[C:24]([C:23]=2[CH:22]=1)=[CH:25][C:26]([Br:30])=[CH:27][CH:28]=3. The yield is 0.200. (2) The reactants are C([O:3][CH:4]1[CH2:13][CH2:12][C:11]2[C:6](=[CH:7][C:8]([O:14][CH3:15])=[CH:9][CH:10]=2)[O:5]1)C.C(#N)C.Cl.[OH-].[Na+]. The catalyst is O. The product is [OH:3][CH:4]1[CH2:13][CH2:12][C:11]2[C:6](=[CH:7][C:8]([O:14][CH3:15])=[CH:9][CH:10]=2)[O:5]1. The yield is 0.810. (3) The reactants are [NH2:1][C:2]1[CH:7]=[CH:6][C:5]([CH2:8][CH2:9][C:10]([NH2:12])=[O:11])=[CH:4][C:3]=1[C:13]1[CH2:18][CH2:17][CH2:16][CH2:15][CH:14]=1.[C:19]([C:21]1[N:22]=[C:23]([C:34]([O-])=[O:35])[N:24]([CH2:26][O:27][CH2:28][CH2:29][Si:30]([CH3:33])([CH3:32])[CH3:31])[CH:25]=1)#[N:20].[K+].C1CN([P+](Br)(N2CCCC2)N2CCCC2)CC1.F[P-](F)(F)(F)(F)F.CCN(C(C)C)C(C)C. The catalyst is CN(C=O)C.CCOC(C)=O. The product is [C:10]([CH2:9][CH2:8][C:5]1[CH:6]=[CH:7][C:2]([NH:1][C:34]([C:23]2[N:24]([CH2:26][O:27][CH2:28][CH2:29][Si:30]([CH3:33])([CH3:32])[CH3:31])[CH:25]=[C:21]([C:19]#[N:20])[N:22]=2)=[O:35])=[C:3]([C:13]2[CH2:18][CH2:17][CH2:16][CH2:15][CH:14]=2)[CH:4]=1)(=[O:11])[NH2:12]. The yield is 0.910. (4) The reactants are [CH3:1][N:2]1[CH2:7][CH2:6][CH2:5][C@@H:4]([C:8](OCC)=[O:9])[CH2:3]1.[H-].[Al+3].[Li+].[H-].[H-].[H-].O.[OH-].[Na+]. The catalyst is CCOCC.C1COCC1. The product is [CH3:1][N:2]1[CH2:7][CH2:6][CH2:5][C@@H:4]([CH2:8][OH:9])[CH2:3]1. The yield is 0.940. (5) The reactants are [F:1][CH:2]([F:26])[O:3][C:4]1[CH:9]=[CH:8][C:7]([CH:10]([C:12]2([C:18]3[CH:23]=[CH:22][CH:21]=[C:20]([Cl:24])[CH:19]=3)SCCCS2)[OH:11])=[CH:6][C:5]=1[CH3:25].FC(F)(F)C(OC1C(OC(=O)C(F)(F)F)=C(I)C=CC=1)=[O:30].CCOC(C)=O.CCCCCC.CCOC(C)=O. The catalyst is C(#N)C.O. The product is [F:1][CH:2]([F:26])[O:3][C:4]1[CH:9]=[CH:8][C:7]([CH:10]([OH:11])[C:12]([C:18]2[CH:23]=[CH:22][CH:21]=[C:20]([Cl:24])[CH:19]=2)=[O:30])=[CH:6][C:5]=1[CH3:25]. The yield is 0.320. (6) The catalyst is ClCCl. The reactants are C[O:2][C:3]1[CH:8]=[CH:7][C:6]([C:9]([F:12])([F:11])[F:10])=[CH:5][C:4]=1[B:13]([OH:15])[OH:14].B(Br)(Br)Br.COC. The product is [OH:2][C:3]1[CH:8]=[CH:7][C:6]([C:9]([F:12])([F:10])[F:11])=[CH:5][C:4]=1[B:13]([OH:15])[OH:14]. The yield is 0.650.